This data is from Full USPTO retrosynthesis dataset with 1.9M reactions from patents (1976-2016). The task is: Predict the reactants needed to synthesize the given product. Given the product [CH3:32][O:31][C:19]1[CH:20]=[C:21]([N:24]2[CH2:25][CH2:26][N:27]([CH3:30])[CH2:28][CH2:29]2)[CH:22]=[CH:23][C:18]=1[NH:17][C:13]1[N:12]=[C:11]([C:9]2[N:8]([CH2:33][CH3:36])[CH:7]=[C:6]([C:4]([OH:3])=[O:5])[CH:10]=2)[CH:16]=[CH:15][N:14]=1, predict the reactants needed to synthesize it. The reactants are: C([O:3][C:4]([C:6]1[CH:10]=[C:9]([C:11]2[CH:16]=[CH:15][N:14]=[C:13]([NH:17][C:18]3[CH:23]=[CH:22][C:21]([N:24]4[CH2:29][CH2:28][N:27]([CH3:30])[CH2:26][CH2:25]4)=[CH:20][C:19]=3[O:31][CH3:32])[N:12]=2)[N:8]([CH3:33])[CH:7]=1)=[O:5])C.[OH-].[K+].[CH2:36](O)C.